This data is from Forward reaction prediction with 1.9M reactions from USPTO patents (1976-2016). The task is: Predict the product of the given reaction. Given the reactants [Cl:1][C:2]1[CH:11]=[C:10]2[C:5]([CH:6]=[CH:7][NH:8][C:9]2=[O:12])=[CH:4][C:3]=1[O:13][CH:14]1[CH2:19][CH2:18][C:17]([NH:26]S(C(C)(C)C)=O)([C:20]2[CH:25]=[CH:24][CH:23]=[CH:22][CH:21]=2)[CH2:16][CH2:15]1, predict the reaction product. The product is: [NH2:26][C:17]1([C:20]2[CH:21]=[CH:22][CH:23]=[CH:24][CH:25]=2)[CH2:18][CH2:19][CH:14]([O:13][C:3]2[CH:4]=[C:5]3[C:10](=[CH:11][C:2]=2[Cl:1])[C:9](=[O:12])[NH:8][CH:7]=[CH:6]3)[CH2:15][CH2:16]1.